This data is from Peptide-MHC class II binding affinity with 134,281 pairs from IEDB. The task is: Regression. Given a peptide amino acid sequence and an MHC pseudo amino acid sequence, predict their binding affinity value. This is MHC class II binding data. (1) The peptide sequence is AFKVENGSAAPQLTK. The MHC is DRB1_0901 with pseudo-sequence DRB1_0901. The binding affinity (normalized) is 0.507. (2) The peptide sequence is PLVVHKGGLWECGKK. The MHC is DRB1_0101 with pseudo-sequence DRB1_0101. The binding affinity (normalized) is 0.423. (3) The peptide sequence is ASRELERFAVNPGLL. The MHC is DRB5_0101 with pseudo-sequence DRB5_0101. The binding affinity (normalized) is 0.265. (4) The peptide sequence is SVCNKVKGLKVFNTR. The MHC is DRB1_0701 with pseudo-sequence DRB1_0701. The binding affinity (normalized) is 0.795. (5) The peptide sequence is YKTTICGKGLSATVTGGQ. The MHC is DRB1_1501 with pseudo-sequence DRB1_1501. The binding affinity (normalized) is 0. (6) The peptide sequence is AAPGAGYTPATPAAP. The MHC is HLA-DQA10501-DQB10301 with pseudo-sequence HLA-DQA10501-DQB10301. The binding affinity (normalized) is 0.856. (7) The peptide sequence is LELKKLGEVSWEEEA. The MHC is HLA-DQA10501-DQB10302 with pseudo-sequence HLA-DQA10501-DQB10302. The binding affinity (normalized) is 0. (8) The peptide sequence is IRYPLTFGWCFKLVPVDPREVEEA. The MHC is HLA-DQA10102-DQB10602 with pseudo-sequence HLA-DQA10102-DQB10602. The binding affinity (normalized) is 0.147.